Dataset: Retrosynthesis with 50K atom-mapped reactions and 10 reaction types from USPTO. Task: Predict the reactants needed to synthesize the given product. (1) Given the product O=C(NC1CCCOC1)c1cccc(-c2cccc(Cl)c2)n1, predict the reactants needed to synthesize it. The reactants are: NC1CCCOC1.O=C(O)c1cccc(-c2cccc(Cl)c2)n1. (2) Given the product CN1CCC(Oc2cc(F)cc(Br)c2)CC1, predict the reactants needed to synthesize it. The reactants are: CN1CCC(O)CC1.Fc1cc(F)cc(Br)c1. (3) Given the product COc1ccccc1C(=O)Cn1c(=O)c2c(nc(Cl)n2CC=C(C)C)n(C)c1=O, predict the reactants needed to synthesize it. The reactants are: CC(C)=CCn1c(Cl)nc2c1c(=O)[nH]c(=O)n2C.COc1ccccc1C(=O)CBr. (4) Given the product COc1ccc(Br)nc1N(C)C(=O)OC(C)(C)C, predict the reactants needed to synthesize it. The reactants are: CI.COc1ccc(Br)nc1NC(=O)OC(C)(C)C.